The task is: Predict the product of the given reaction.. This data is from Forward reaction prediction with 1.9M reactions from USPTO patents (1976-2016). (1) Given the reactants [Br:1][C:2]1[CH:3]=[C:4]([C:15]2(O)[CH2:19][C:18]([C:24]3[CH:29]=[C:28]([Cl:30])[CH:27]=[C:26]([Cl:31])[CH:25]=3)([C:20]([F:23])([F:22])[F:21])[S:17][CH:16]2C(O)=O)[CH:5]=[CH:6][C:7]=1[C:8]([O:10][C:11]([CH3:14])([CH3:13])[CH3:12])=[O:9].CS(Cl)(=O)=O, predict the reaction product. The product is: [Br:1][C:2]1[CH:3]=[C:4]([C:15]2[CH2:19][C:18]([C:24]3[CH:29]=[C:28]([Cl:30])[CH:27]=[C:26]([Cl:31])[CH:25]=3)([C:20]([F:21])([F:23])[F:22])[S:17][CH:16]=2)[CH:5]=[CH:6][C:7]=1[C:8]([O:10][C:11]([CH3:14])([CH3:13])[CH3:12])=[O:9]. (2) Given the reactants [NH2:1][C:2]([C:4]1[CH:5]=[C:6]([CH:10]=[C:11]([C:13]([N:15]([CH2:19][CH2:20][CH3:21])[CH2:16][CH2:17][CH3:18])=[O:14])[CH:12]=1)[C:7](O)=[O:8])=[O:3].C(Cl)CCl.C1C=CC2N(O)N=NC=2C=1.C(N(CC)CC)C.FC(F)(F)C(O)=O.[NH2:50][C@@H:51]([CH2:65][C:66]1[CH:71]=[C:70](F)[CH:69]=[C:68](F)[CH:67]=1)[C@H:52]([OH:64])[CH2:53][NH:54][CH2:55][C:56]1[CH:61]=[CH:60][CH:59]=[C:58]([O:62][CH3:63])[CH:57]=1, predict the reaction product. The product is: [CH2:65]([C@H:51]([NH:50][C:7]([C:6]1[CH:5]=[C:4]([C:2]([NH2:1])=[O:3])[CH:12]=[C:11]([C:13]([N:15]([CH2:19][CH2:20][CH3:21])[CH2:16][CH2:17][CH3:18])=[O:14])[CH:10]=1)=[O:8])[C@H:52]([OH:64])[CH2:53][NH:54][CH2:55][C:56]1[CH:61]=[CH:60][CH:59]=[C:58]([O:62][CH3:63])[CH:57]=1)[C:66]1[CH:71]=[CH:70][CH:69]=[CH:68][CH:67]=1. (3) Given the reactants [CH3:1][S:2][C:3]1[N:8]=[C:7](Cl)[C:6]([C:10]([O:12][CH2:13][CH3:14])=[O:11])=[CH:5][N:4]=1.[NH3:15].CO, predict the reaction product. The product is: [CH3:1][S:2][C:3]1[N:8]=[C:7]([NH2:15])[C:6]([C:10]([O:12][CH2:13][CH3:14])=[O:11])=[CH:5][N:4]=1. (4) Given the reactants [Cl:1][C:2]1[CH:7]([C:8]2[CH:13]=[CH:12][C:11]([Cl:14])=[CH:10][CH:9]=2)[C:6](Cl)([C:15]2[CH:20]=[CH:19][C:18]([Cl:21])=[CH:17][CH:16]=2)[CH:5]=[N:4][N:3]=1.N1C=CC=CC=1.O.[NH2:30][NH2:31], predict the reaction product. The product is: [Cl:1][C:2]1[N:3]=[N:4][C:5]([NH:30][NH2:31])=[C:6]([C:15]2[CH:20]=[CH:19][C:18]([Cl:21])=[CH:17][CH:16]=2)[C:7]=1[C:8]1[CH:13]=[CH:12][C:11]([Cl:14])=[CH:10][CH:9]=1. (5) The product is: [ClH:1].[F:2][C:3]1[CH:4]=[CH:5][C:6]([CH2:9][O:10][C:11]2[CH:16]=[CH:15][N:14]([C:17]3[CH:18]=[CH:19][C:20]4[C:21]5[CH2:30][CH2:29][N:28]([CH:31]([CH3:32])[CH3:33])[CH2:27][CH2:26][C:22]=5[NH:23][C:24]=4[CH:25]=3)[C:13](=[O:34])[CH:12]=2)=[N:7][CH:8]=1. Given the reactants [ClH:1].[F:2][C:3]1[CH:4]=[CH:5][C:6]([CH2:9][O:10][C:11]2[CH:16]=[CH:15][N:14]([C:17]3[CH:18]=[CH:19][C:20]4[C:21]5[CH2:30][CH2:29][N:28]([CH:31]([CH3:33])[CH3:32])[CH2:27][CH2:26][C:22]=5[NH:23][C:24]=4[CH:25]=3)[C:13](=[O:34])[CH:12]=2)=[N:7][CH:8]=1, predict the reaction product. (6) Given the reactants [NH:1]1[CH2:6][CH2:5][CH2:4][CH2:3][CH2:2]1.Br[CH2:8][CH2:9][CH2:10][CH2:11][CH2:12][CH2:13][CH2:14][CH2:15][CH2:16][CH3:17].C(=O)([O-])[O-].[K+].[K+], predict the reaction product. The product is: [CH2:8]([N:1]1[CH2:6][CH2:5][CH2:4][CH2:3][CH2:2]1)[CH2:9][CH2:10][CH2:11][CH2:12][CH2:13][CH2:14][CH2:15][CH2:16][CH3:17]. (7) The product is: [C:21]([S:24]([N:26]=[C:8]([C:5]1[CH:6]=[CH:7][C:2]([F:1])=[CH:3][CH:4]=1)[C@@H:9]([NH:11][C:12](=[O:18])[O:13][C:14]([CH3:17])([CH3:16])[CH3:15])[CH3:10])=[O:25])([CH3:23])([CH3:22])[CH3:20]. Given the reactants [F:1][C:2]1[CH:7]=[CH:6][C:5]([C:8](=O)[C@@H:9]([NH:11][C:12](=[O:18])[O:13][C:14]([CH3:17])([CH3:16])[CH3:15])[CH3:10])=[CH:4][CH:3]=1.[CH3:20][C:21]([S:24]([NH2:26])=[O:25])([CH3:23])[CH3:22], predict the reaction product.